From a dataset of TCR-epitope binding with 47,182 pairs between 192 epitopes and 23,139 TCRs. Binary Classification. Given a T-cell receptor sequence (or CDR3 region) and an epitope sequence, predict whether binding occurs between them. (1) The epitope is FLKEKGGL. The TCR CDR3 sequence is CASSLQAYEQYF. Result: 0 (the TCR does not bind to the epitope). (2) The epitope is TAFTIPSI. The TCR CDR3 sequence is CATSDGDVSLVHHNEQFF. Result: 0 (the TCR does not bind to the epitope). (3) The epitope is CTELKLSDY. The TCR CDR3 sequence is CSAIGQVTEKLFF. Result: 0 (the TCR does not bind to the epitope). (4) The epitope is FADDLNQLTGY. The TCR CDR3 sequence is CASSQEAGTAEYEQYF. Result: 0 (the TCR does not bind to the epitope).